From a dataset of Forward reaction prediction with 1.9M reactions from USPTO patents (1976-2016). Predict the product of the given reaction. (1) Given the reactants [F:1][C:2]([F:43])([F:42])[C:3]1[CH:4]=[C:5]([C@H:13]([O:15][C@H:16]2[CH2:21][CH2:20][N:19]([CH:22]3[CH2:26][CH2:25][C@@H:24]([NH:27]C(=O)OC(C)(C)C)[CH2:23]3)[CH2:18][C@@H:17]2[C:35]2[CH:40]=[CH:39][C:38]([F:41])=[CH:37][CH:36]=2)[CH3:14])[CH:6]=[C:7]([C:9]([F:12])([F:11])[F:10])[CH:8]=1.Cl, predict the reaction product. The product is: [F:43][C:2]([F:1])([F:42])[C:3]1[CH:4]=[C:5]([C@H:13]([O:15][C@H:16]2[CH2:21][CH2:20][N:19]([CH:22]3[CH2:26][CH2:25][C@@H:24]([NH2:27])[CH2:23]3)[CH2:18][C@@H:17]2[C:35]2[CH:40]=[CH:39][C:38]([F:41])=[CH:37][CH:36]=2)[CH3:14])[CH:6]=[C:7]([C:9]([F:12])([F:11])[F:10])[CH:8]=1. (2) Given the reactants [C:1](Cl)(=[O:19])[CH2:2][CH2:3][CH2:4][CH2:5][CH2:6][CH2:7][CH2:8][CH2:9][CH2:10][CH2:11][CH2:12][CH2:13][CH2:14][CH2:15][CH2:16][CH2:17][CH3:18].[C:21]([O-:24])([O-])=O.[Na+].[Na+].[NH2:27][CH2:28][CH2:29][NH:30][CH2:31][CH2:32][NH:33][CH2:34][CH2:35][NH2:36], predict the reaction product. The product is: [C:1]([NH:27][CH2:28][CH2:29][NH:30][CH2:31][CH2:32][NH:33][CH2:34][CH2:35][NH:36][C:21](=[O:24])[CH2:17][CH2:16][CH2:15][CH2:14][CH2:13][CH2:12][CH2:11][CH2:10][CH2:9][CH2:8][CH2:7][CH2:6][CH2:5][CH2:4][CH2:3][CH2:2][CH3:1])(=[O:19])[CH2:2][CH2:3][CH2:4][CH2:5][CH2:6][CH2:7][CH2:8][CH2:9][CH2:10][CH2:11][CH2:12][CH2:13][CH2:14][CH2:15][CH2:16][CH2:17][CH3:18].